This data is from Reaction yield outcomes from USPTO patents with 853,638 reactions. The task is: Predict the reaction yield, written as a fraction of the theoretical maximum amount of product (1.0 means a 100% yield; for example, 0.34 means a 34% yield). (1) The yield is 0.770. The reactants are [CH3:1][O:2][CH2:3][CH2:4][O:5][CH2:6][C:7]([C:10]1[CH:15]=[CH:14][C:13]([N+:16]([O-])=O)=[CH:12][CH:11]=1)([CH3:9])[CH3:8]. The catalyst is CO.[Ni]. The product is [CH3:1][O:2][CH2:3][CH2:4][O:5][CH2:6][C:7]([C:10]1[CH:15]=[CH:14][C:13]([NH2:16])=[CH:12][CH:11]=1)([CH3:9])[CH3:8]. (2) The reactants are I[C:2]1[CH:3]=[N:4][N:5]([CH2:7][CH2:8][C@@:9]([CH3:19])([S:15]([CH3:18])(=[O:17])=[O:16])[C:10]([O:12][CH2:13][CH3:14])=[O:11])[CH:6]=1.[C:20]1(B(O)O)[CH2:25][CH2:24][CH2:23][CH2:22][CH:21]=1.[F-].[Cs+]. The catalyst is C1C=CC([P]([Pd]([P](C2C=CC=CC=2)(C2C=CC=CC=2)C2C=CC=CC=2)([P](C2C=CC=CC=2)(C2C=CC=CC=2)C2C=CC=CC=2)[P](C2C=CC=CC=2)(C2C=CC=CC=2)C2C=CC=CC=2)(C2C=CC=CC=2)C2C=CC=CC=2)=CC=1.C1COCC1. The product is [C:20]1([C:2]2[CH:3]=[N:4][N:5]([CH2:7][CH2:8][C@@:9]([CH3:19])([S:15]([CH3:18])(=[O:17])=[O:16])[C:10]([O:12][CH2:13][CH3:14])=[O:11])[CH:6]=2)[CH2:25][CH2:24][CH2:23][CH2:22][CH:21]=1. The yield is 0.836.